Predict the reaction yield, written as a fraction of the theoretical maximum amount of product (1.0 means a 100% yield; for example, 0.34 means a 34% yield). From a dataset of Reaction yield outcomes from USPTO patents with 853,638 reactions. (1) The reactants are [NH2:1][C@@H:2]([C:6]1[CH:11]=[CH:10][C:9]([O:12][CH3:13])=[C:8]([O:14][CH2:15][CH3:16])[CH:7]=1)[CH2:3][CH2:4][OH:5].C[O:18][C:19](=O)[C:20]1[C:25]([NH:26][C:27]([CH:29]2[CH2:31][CH2:30]2)=[O:28])=[CH:24][CH:23]=[CH:22][C:21]=1[CH2:32]Br.C(N(CC)CC)C.CCCCCC. The catalyst is CN(C=O)C.CCOCC. The product is [CH2:15]([O:14][C:8]1[CH:7]=[C:6]([C@H:2]([N:1]2[C:19](=[O:18])[C:20]3[C:21](=[CH:22][CH:23]=[CH:24][C:25]=3[NH:26][C:27]([CH:29]3[CH2:31][CH2:30]3)=[O:28])[CH2:32]2)[CH2:3][CH2:4][OH:5])[CH:11]=[CH:10][C:9]=1[O:12][CH3:13])[CH3:16]. The yield is 0.640. (2) The reactants are [Cl:1][C:2]1[CH:9]=[CH:8][C:5]([C:6]#[N:7])=[C:4]([O:10][C:11]2[CH:16]=[CH:15][C:14]([F:17])=[C:13]([CH2:18]Cl)[CH:12]=2)[CH:3]=1.[CH3:20][NH2:21].[C:22]([OH:29])(=[O:28])/[CH:23]=[CH:24]/[C:25]([OH:27])=[O:26]. The product is [C:22]([OH:29])(=[O:28])/[CH:23]=[CH:24]/[C:25]([OH:27])=[O:26].[Cl:1][C:2]1[CH:9]=[CH:8][C:5]([C:6]#[N:7])=[C:4]([O:10][C:11]2[CH:16]=[CH:15][C:14]([F:17])=[C:13]([CH2:18][NH:21][CH3:20])[CH:12]=2)[CH:3]=1. The catalyst is C(O)C.CO. The yield is 0.950. (3) The reactants are Br[C:2]1[CH:7]=[CH:6][C:5]([N:8]([C:13]2[C:32]([CH:33]3[CH2:35][CH2:34]3)=[CH:31][C:16]3[C:17]([C:27]([NH:29][CH3:30])=[O:28])=[C:18]([C:20]4[CH:25]=[CH:24][C:23]([F:26])=[CH:22][CH:21]=4)[O:19][C:15]=3[CH:14]=2)[S:9]([CH3:12])(=[O:11])=[O:10])=[CH:4][C:3]=1[S:36]([CH3:39])(=[O:38])=[O:37].CC1(C)C(C)(C)[O:44][B:43](B2OC(C)(C)C(C)(C)O2)[O:42]1.C([O-])(=O)C.[K+].Cl.I([O-])(=O)(=O)=O.[Na+]. The catalyst is O1CCOCC1.CCOC(C)=O. The product is [CH:33]1([C:32]2[C:13]([N:8]([C:5]3[CH:6]=[CH:7][C:2]([B:43]([OH:44])[OH:42])=[C:3]([S:36]([CH3:39])(=[O:38])=[O:37])[CH:4]=3)[S:9]([CH3:12])(=[O:11])=[O:10])=[CH:14][C:15]3[O:19][C:18]([C:20]4[CH:25]=[CH:24][C:23]([F:26])=[CH:22][CH:21]=4)=[C:17]([C:27](=[O:28])[NH:29][CH3:30])[C:16]=3[CH:31]=2)[CH2:35][CH2:34]1. The yield is 0.0640. (4) The reactants are C(Cl)(=O)C(Cl)=O.CS(C)=O.[I:11][C:12]1[C:16]([CH2:17][OH:18])=[CH:15][N:14]([CH:19]2[CH2:24][CH2:23][CH2:22][CH2:21][O:20]2)[N:13]=1.C(N(CC)CC)C. The catalyst is ClCCl. The product is [I:11][C:12]1[C:16]([CH:17]=[O:18])=[CH:15][N:14]([CH:19]2[CH2:24][CH2:23][CH2:22][CH2:21][O:20]2)[N:13]=1. The yield is 0.900. (5) The catalyst is CN(C=O)C.O. The reactants are O[Li].O.SCC(O)=O.[CH2:9]([O:16][N:17]([C@H:30]1[CH2:35][N:34]([C:36]([O:38][C:39]([CH3:42])([CH3:41])[CH3:40])=[O:37])[C@H:33]([C:43]([O:45][CH2:46][CH3:47])=[O:44])[CH2:32][CH2:31]1)S(C1C=CC=CC=1[N+]([O-])=O)(=O)=O)[C:10]1[CH:15]=[CH:14][CH:13]=[CH:12][CH:11]=1. The product is [CH2:9]([O:16][NH:17][C@H:30]1[CH2:35][N:34]([C:36]([O:38][C:39]([CH3:41])([CH3:42])[CH3:40])=[O:37])[C@H:33]([C:43]([O:45][CH2:46][CH3:47])=[O:44])[CH2:32][CH2:31]1)[C:10]1[CH:15]=[CH:14][CH:13]=[CH:12][CH:11]=1. The yield is 0.850. (6) The reactants are [C:1]([N:5]1[CH2:10][CH2:9][N:8]([C:11]2[CH:16]=[CH:15][C:14]([N+:17]([O-])=O)=[CH:13][CH:12]=2)[CH2:7][CH2:6]1)([CH3:4])([CH3:3])[CH3:2].O.O.[Sn](Cl)Cl.Cl. The catalyst is CO. The product is [C:1]([N:5]1[CH2:10][CH2:9][N:8]([C:11]2[CH:12]=[CH:13][C:14]([NH2:17])=[CH:15][CH:16]=2)[CH2:7][CH2:6]1)([CH3:4])([CH3:2])[CH3:3]. The yield is 0.990. (7) The reactants are Br[C:2]1[CH:3]=[C:4]([N:8]2[C:16]3[C:11](=[CH:12][CH:13]=[C:14]([F:17])[CH:15]=3)[C:10]([C:18]([O:20][CH3:21])=[O:19])=[N:9]2)[CH:5]=[CH:6][CH:7]=1.[C:22]([C@:24]1([OH:32])[CH2:29][CH2:28][CH2:27][N:26]([CH3:30])[C:25]1=[O:31])#[CH:23]. No catalyst specified. The product is [F:17][C:14]1[CH:15]=[C:16]2[C:11]([C:10]([C:18]([O:20][CH3:21])=[O:19])=[N:9][N:8]2[C:4]2[CH:5]=[CH:6][CH:7]=[C:2]([C:23]#[C:22][C@:24]3([OH:32])[CH2:29][CH2:28][CH2:27][N:26]([CH3:30])[C:25]3=[O:31])[CH:3]=2)=[CH:12][CH:13]=1. The yield is 0.750. (8) The reactants are [Cl:1][C:2]1[CH:7]=[CH:6][C:5]([CH:8](O)[C:9]2[C:10]([CH3:22])=[N:11][N:12]([CH:19]3[CH2:21][CH2:20]3)[C:13]=2[C:14]([O:16][CH2:17][CH3:18])=[O:15])=[CH:4][CH:3]=1.C(N(CC)CC)C.O(S(C)(=O)=O)S(C)(=O)=O.[CH3:40][O:41][C:42]1[CH:49]=[CH:48][C:45]([CH2:46][NH2:47])=[CH:44][CH:43]=1. The catalyst is C(Cl)Cl. The product is [Cl:1][C:2]1[CH:7]=[CH:6][C:5]([CH:8]([NH:47][CH2:46][C:45]2[CH:48]=[CH:49][C:42]([O:41][CH3:40])=[CH:43][CH:44]=2)[C:9]2[C:10]([CH3:22])=[N:11][N:12]([CH:19]3[CH2:21][CH2:20]3)[C:13]=2[C:14]([O:16][CH2:17][CH3:18])=[O:15])=[CH:4][CH:3]=1. The yield is 0.770. (9) The reactants are [CH3:1][O-:2].[Na+].[CH3:4][O:5][CH:6]=[CH:7][C:8](=[O:10])[CH3:9].[CH:11]([O:13][CH3:14])=O.S(=O)(=O)(O)O.[OH-:20].[Na+].[C:22]1(C)C=CC=CC=1. No catalyst specified. The product is [CH3:1][O:2][CH:11]([O:13][CH3:14])[CH2:9][C:8](=[O:10])[CH2:7][CH:6]([O:5][CH3:4])[O:20][CH3:22]. The yield is 0.180. (10) The reactants are [C:1]([CH2:3]P(=O)(OCC)OCC)#[N:2].CC(C)([O-])C.[K+].[N:18]1([C:24]2[CH:25]=[N:26][CH:27]=[C:28]([CH:31]=2)[CH:29]=O)[CH2:23][CH2:22][O:21][CH2:20][CH2:19]1. The catalyst is C1COCC1. The product is [N:18]1([C:24]2[CH:31]=[C:28](/[CH:29]=[CH:3]/[C:1]#[N:2])[CH:27]=[N:26][CH:25]=2)[CH2:23][CH2:22][O:21][CH2:20][CH2:19]1. The yield is 1.00.